This data is from Forward reaction prediction with 1.9M reactions from USPTO patents (1976-2016). The task is: Predict the product of the given reaction. Given the reactants [CH3:1][O:2][C:3]1[CH:4]=[C:5]([CH:23]=[CH:24][C:25]=1[O:26][CH3:27])[CH2:6][CH:7]1[C:16]2[C:11](=[C:12]([O:21][CH3:22])[C:13]([O:19][CH3:20])=[C:14]([O:17][CH3:18])[CH:15]=2)[CH2:10][CH2:9][NH:8]1.Br[CH2:29][C:30](Br)=[O:31].[CH:33]1([NH2:43])[C:42]2[C:37](=[CH:38][CH:39]=[CH:40][CH:41]=2)[CH2:36][CH2:35][CH2:34]1, predict the reaction product. The product is: [CH3:1][O:2][C:3]1[CH:4]=[C:5]([CH:23]=[CH:24][C:25]=1[O:26][CH3:27])[CH2:6][CH:7]1[C:16]2[C:11](=[C:12]([O:21][CH3:22])[C:13]([O:19][CH3:20])=[C:14]([O:17][CH3:18])[CH:15]=2)[CH2:10][CH2:9][N:8]1[CH2:29][C:30]([NH:43][CH:33]1[C:42]2[C:37](=[CH:38][CH:39]=[CH:40][CH:41]=2)[CH2:36][CH2:35][CH2:34]1)=[O:31].